From a dataset of Reaction yield outcomes from USPTO patents with 853,638 reactions. Predict the reaction yield, written as a fraction of the theoretical maximum amount of product (1.0 means a 100% yield; for example, 0.34 means a 34% yield). (1) The reactants are [CH3:1][N:2]([CH3:23])[C:3]([C:5]1[C:10](=[O:11])[N:9]([C:12]2[CH:17]=[CH:16][CH:15]=[C:14]([C:18]([F:21])([F:20])[F:19])[CH:13]=2)[C:8]([CH3:22])=[CH:7][N:6]=1)=[O:4].[Br:24]N1C(=O)CCC1=O. The catalyst is CN(C=O)C. The product is [Br:24][C:7]1[N:6]=[C:5]([C:3]([N:2]([CH3:23])[CH3:1])=[O:4])[C:10](=[O:11])[N:9]([C:12]2[CH:17]=[CH:16][CH:15]=[C:14]([C:18]([F:21])([F:19])[F:20])[CH:13]=2)[C:8]=1[CH3:22]. The yield is 0.570. (2) The reactants are [NH2:1][C:2]1[CH:7]=[C:6]([C:8]2[S:9][CH:10]=[CH:11][CH:12]=2)[CH:5]=[CH:4][C:3]=1[NH:13][C:14](=[O:20])[O:15][C:16]([CH3:19])([CH3:18])[CH3:17].[C:21](Cl)(=[O:25])[CH:22]([CH3:24])[CH3:23]. The catalyst is ClCCl.O. The product is [C:21]([NH:1][C:2]1[CH:7]=[C:6]([C:8]2[S:9][CH:10]=[CH:11][CH:12]=2)[CH:5]=[CH:4][C:3]=1[NH:13][C:14](=[O:20])[O:15][C:16]([CH3:17])([CH3:19])[CH3:18])(=[O:25])[CH:22]([CH3:24])[CH3:23]. The yield is 0.810. (3) No catalyst specified. The yield is 0.520. The product is [C:31]1([C@H:19]([NH:18][CH2:17][C:6]2[CH:5]=[CH:4][C:3]([O:2][CH3:1])=[C:8]([C:9]3[CH:10]=[CH:11][C:12]([O:15][CH3:16])=[CH:13][CH:14]=3)[CH:7]=2)[CH2:21][CH3:22])[CH:36]=[CH:35][CH:34]=[CH:33][CH:32]=1. The reactants are [CH3:1][O:2][C:3]1[C:8]([C:9]2[CH:14]=[CH:13][C:12]([O:15][CH3:16])=[CH:11][CH:10]=2)=[CH:7][C:6]([CH2:17][NH:18][CH:19]([C:21]2C3C(=CC=CC=3)N=C[CH:22]=2)C)=[CH:5][CH:4]=1.[C:31]1([C@H](N)CC)[CH:36]=[CH:35][CH:34]=[CH:33][CH:32]=1.COC1C(C2C=CC(OC)=CC=2)=CC(C=O)=CC=1.C([BH3-])#N.[Na+]. (4) The reactants are [OH:1][C@H:2]1[C:7](=O)[CH2:6][C@H:5]([C:9]2[CH:14]=[CH:13][N:12]=[CH:11][C:10]=2[N+:15]([O-:17])=[O:16])[O:4][C@@H:3]1[CH:18]([CH3:20])[CH3:19].[CH2:21]([NH2:28])[C:22]1[CH:27]=[CH:26][CH:25]=[CH:24][CH:23]=1.[Li+].[BH4-]. The catalyst is CO. The product is [CH2:21]([NH:28][C@@H:7]1[CH2:6][C@H:5]([C:9]2[CH:14]=[CH:13][N:12]=[CH:11][C:10]=2[N+:15]([O-:17])=[O:16])[O:4][C@H:3]([CH:18]([CH3:20])[CH3:19])[C@H:2]1[OH:1])[C:22]1[CH:27]=[CH:26][CH:25]=[CH:24][CH:23]=1. The yield is 0.250. (5) The reactants are [N:1]1[CH:6]=[CH:5][C:4]([C:7]2[N:8]=[C:9]([OH:16])[C:10]3[S:15][CH:14]=[CH:13][C:11]=3[N:12]=2)=[CH:3][CH:2]=1.[N+:17]([O-])([OH:19])=[O:18]. The catalyst is S(=O)(=O)(O)O. The product is [N+:17]([C:13]1[C:11]2[N:12]=[C:7]([C:4]3[CH:3]=[CH:2][N:1]=[CH:6][CH:5]=3)[N:8]=[C:9]([OH:16])[C:10]=2[S:15][CH:14]=1)([O-:19])=[O:18]. The yield is 0.310. (6) The reactants are Br[C:2]1[N:6]([C:7]2[CH:12]=[CH:11][C:10]([C:13]#[N:14])=[CH:9][C:8]=2[CH3:15])[C:5]([CH2:16][CH2:17][C:18]([O:20][CH2:21][CH3:22])=[O:19])=[CH:4][CH:3]=1.C1[C:29]2[CH:28]=[CH:27][C:26]([O:30]B(OO)OO)=[CH:25][C:24]1=2.[C:36](=O)(O)[O-:37].[Na+]. The catalyst is C1C=CC([P]([Pd]([P](C2C=CC=CC=2)(C2C=CC=CC=2)C2C=CC=CC=2)([P](C2C=CC=CC=2)(C2C=CC=CC=2)C2C=CC=CC=2)[P](C2C=CC=CC=2)(C2C=CC=CC=2)C2C=CC=CC=2)(C2C=CC=CC=2)C2C=CC=CC=2)=CC=1. The product is [O:30]1[C:26]2[CH:27]=[CH:28][C:29]([C:2]3[N:6]([C:7]4[CH:12]=[CH:11][C:10]([C:13]#[N:14])=[CH:9][C:8]=4[CH3:15])[C:5]([CH2:16][CH2:17][C:18]([O:20][CH2:21][CH3:22])=[O:19])=[CH:4][CH:3]=3)=[CH:24][C:25]=2[O:37][CH2:36]1. The yield is 0.690. (7) The reactants are [CH3:1][O:2][C:3]([C:5]1[S:6][C:7]([C:15]2[CH:20]=[CH:19][CH:18]=[CH:17][CH:16]=2)=[CH:8][C:9]=1[NH:10][C:11]([CH3:14])([CH3:13])[CH3:12])=[O:4].N#N.[Cl:23][C:24]1[CH:32]=[C:31]([Cl:33])[CH:30]=[CH:29][C:25]=1[C:26](Cl)=[O:27]. The catalyst is ClC(Cl)C. The product is [CH3:1][O:2][C:3]([C:5]1[S:6][C:7]([C:15]2[CH:20]=[CH:19][CH:18]=[CH:17][CH:16]=2)=[CH:8][C:9]=1[N:10]([C:11]([CH3:14])([CH3:12])[CH3:13])[C:26](=[O:27])[C:25]1[CH:29]=[CH:30][C:31]([Cl:33])=[CH:32][C:24]=1[Cl:23])=[O:4]. The yield is 0.690.